From a dataset of Peptide-MHC class II binding affinity with 134,281 pairs from IEDB. Regression. Given a peptide amino acid sequence and an MHC pseudo amino acid sequence, predict their binding affinity value. This is MHC class II binding data. (1) The peptide sequence is MSWQTYVDEHLMCEI. The MHC is DRB1_1101 with pseudo-sequence DRB1_1101. The binding affinity (normalized) is 0.302. (2) The peptide sequence is PGIAGAPGFPGAR. The MHC is DRB1_0401 with pseudo-sequence DRB1_0401. The binding affinity (normalized) is 0.256. (3) The peptide sequence is PYVSKNPRQAYANYR. The MHC is HLA-DPA10201-DPB11401 with pseudo-sequence HLA-DPA10201-DPB11401. The binding affinity (normalized) is 0.0184. (4) The peptide sequence is EMCIDQVTIAGAKLR. The binding affinity (normalized) is 0.781. The MHC is DRB1_0101 with pseudo-sequence DRB1_0101. (5) The peptide sequence is AAGTYVAADAAAAST. The MHC is DRB1_0301 with pseudo-sequence DRB1_0301. The binding affinity (normalized) is 0.441. (6) The peptide sequence is KLGEVSWEEEAEISG. The MHC is DRB4_0103 with pseudo-sequence DRB4_0103. The binding affinity (normalized) is 0.235. (7) The peptide sequence is RAQLHVGAKQENWNT. The MHC is DRB3_0101 with pseudo-sequence DRB3_0101. The binding affinity (normalized) is 0.